The task is: Predict which catalyst facilitates the given reaction.. This data is from Catalyst prediction with 721,799 reactions and 888 catalyst types from USPTO. (1) Reactant: [CH3:1][C:2]1[NH:6][C:5]2[S:7][CH:8]=[CH:9][C:4]=2[CH:3]=1.[Cl-].C([Al+]CC)C.[Cl:16][C:17]1[C:25]([Cl:26])=[CH:24][CH:23]=[CH:22][C:18]=1[C:19](Cl)=[O:20]. Product: [Cl:16][C:17]1[C:25]([Cl:26])=[CH:24][CH:23]=[CH:22][C:18]=1[C:19]([C:3]1[C:4]2[CH:9]=[CH:8][S:7][C:5]=2[NH:6][C:2]=1[CH3:1])=[O:20]. The catalyst class is: 2. (2) Reactant: [NH:1]1[CH2:6][CH2:5][O:4][CH2:3][CH2:2]1.[CH3:7][S:8](Cl)(=[O:10])=[O:9]. Product: [CH3:7][S:8]([N:1]1[CH2:6][CH2:5][O:4][CH2:3][CH2:2]1)(=[O:10])=[O:9]. The catalyst class is: 2. (3) Reactant: [C:1]([C:4]1[CH:45]=[CH:44][C:7]([C:8]([N:10]2[CH2:16][C@H:15]([NH:17]C(=O)OC(C)(C)C)[C:14](=[O:25])[N:13]([CH2:26][C:27]3[C:36]4[C:31](=[CH:32][C:33]([Br:37])=[CH:34][CH:35]=4)[CH:30]=[CH:29][C:28]=3[O:38][CH3:39])[C:12]3[CH:40]=[CH:41][CH:42]=[CH:43][C:11]2=3)=[O:9])=[CH:6][CH:5]=1)(=[O:3])[CH3:2].CCOCC.[ClH:51]. Product: [ClH:51].[C:1]([C:4]1[CH:45]=[CH:44][C:7]([C:8]([N:10]2[CH2:16][C@H:15]([NH2:17])[C:14](=[O:25])[N:13]([CH2:26][C:27]3[C:36]4[C:31](=[CH:32][C:33]([Br:37])=[CH:34][CH:35]=4)[CH:30]=[CH:29][C:28]=3[O:38][CH3:39])[C:12]3[CH:40]=[CH:41][CH:42]=[CH:43][C:11]2=3)=[O:9])=[CH:6][CH:5]=1)(=[O:3])[CH3:2]. The catalyst class is: 12. (4) Reactant: C([Si](C)(C)[O:6][CH2:7][CH2:8][N:9]1[CH:13]=[CH:12][C:11]([N+:14]([O-:16])=[O:15])=[N:10]1)(C)(C)C.Cl. The catalyst class is: 361. Product: [N+:14]([C:11]1[CH:12]=[CH:13][N:9]([CH2:8][CH2:7][OH:6])[N:10]=1)([O-:16])=[O:15]. (5) Reactant: [CH:1]1([N:6]2[C:11]3[N:12]=[C:13]([S:16][CH3:17])[N:14]=[CH:15][C:10]=3[CH:9]=[C:8]([CH3:18])[C:7]2=[O:19])[CH2:5][CH2:4][CH2:3][CH2:2]1.[Br:20]N1C(=O)CCC1=O. Product: [Br:20][CH2:18][C:8]1[C:7](=[O:19])[N:6]([CH:1]2[CH2:2][CH2:3][CH2:4][CH2:5]2)[C:11]2[N:12]=[C:13]([S:16][CH3:17])[N:14]=[CH:15][C:10]=2[CH:9]=1. The catalyst class is: 53. (6) Reactant: [C:1]([C@H:4]([N:6]1[C:11](=[O:12])[C@@H:10]([NH2:13])[C@@H:9]([OH:14])[CH2:8][O:7]1)[CH3:5])([OH:3])=[O:2].C([O-])(O)=O.[Na+].[C:20]1([CH2:26][C:27](Cl)=[O:28])[CH:25]=[CH:24][CH:23]=[CH:22][CH:21]=1.CC#N. Product: [C:1]([C@H:4]([N:6]1[C:11](=[O:12])[C@@H:10]([NH:13][C:27](=[O:28])[CH2:26][C:20]2[CH:25]=[CH:24][CH:23]=[CH:22][CH:21]=2)[C@@H:9]([OH:14])[CH2:8][O:7]1)[CH3:5])([OH:3])=[O:2]. The catalyst class is: 6.